From a dataset of Full USPTO retrosynthesis dataset with 1.9M reactions from patents (1976-2016). Predict the reactants needed to synthesize the given product. (1) Given the product [Cl:29][C:15]1[CH:16]=[CH:17][C:18]([CH2:20][NH:21][C:22]([O:24][C:25]([CH3:28])([CH3:27])[CH3:26])=[O:23])=[CH:19][C:14]=1[NH:13][C:11]1[N:10]([CH3:30])[C:9]2[CH:31]=[C:32]([O:33][CH2:34][CH:35]([F:37])[F:36])[C:6]([C:4]([OH:5])=[O:3])=[CH:7][C:8]=2[N:12]=1, predict the reactants needed to synthesize it. The reactants are: C([O:3][C:4]([C:6]1[C:32]([O:33][CH2:34][CH:35]([F:37])[F:36])=[CH:31][C:9]2[N:10]([CH3:30])[C:11]([NH:13][C:14]3[CH:19]=[C:18]([CH2:20][NH:21][C:22]([O:24][C:25]([CH3:28])([CH3:27])[CH3:26])=[O:23])[CH:17]=[CH:16][C:15]=3[Cl:29])=[N:12][C:8]=2[CH:7]=1)=[O:5])C.[OH-].[Na+]. (2) The reactants are: C(OC([N:8]1[CH2:12][CH2:11][CH:10]([O:13][C:14]([N:16]2[CH2:21][CH2:20][CH:19]([O:22][C:23]3[CH:28]=[C:27]([N:29]4[C:37]5[C:32](=[CH:33][C:34]([S:38]([CH3:41])(=[O:40])=[O:39])=[CH:35][CH:36]=5)[CH2:31][CH2:30]4)[N:26]=[CH:25][N:24]=3)[CH2:18][CH2:17]2)=[O:15])[CH2:9]1)=O)(C)(C)C.C(O)(C(F)(F)F)=O. Given the product [NH:8]1[CH2:12][CH2:11][CH:10]([O:13][C:14]([N:16]2[CH2:21][CH2:20][CH:19]([O:22][C:23]3[CH:28]=[C:27]([N:29]4[C:37]5[C:32](=[CH:33][C:34]([S:38]([CH3:41])(=[O:40])=[O:39])=[CH:35][CH:36]=5)[CH2:31][CH2:30]4)[N:26]=[CH:25][N:24]=3)[CH2:18][CH2:17]2)=[O:15])[CH2:9]1, predict the reactants needed to synthesize it. (3) Given the product [Cl:2][C:3]1[CH:4]=[C:5]([C@@H:9]2[N:15]([C:37]([CH:34]3[CH2:35][CH2:36][O:31][CH2:32][CH2:33]3)=[O:38])[CH2:14][C:13]3[CH:16]=[CH:17][C:18]([C:20]([O:22][CH3:23])=[O:21])=[CH:19][C:12]=3[O:11][CH2:10]2)[CH:6]=[CH:7][CH:8]=1, predict the reactants needed to synthesize it. The reactants are: Cl.[Cl:2][C:3]1[CH:4]=[C:5]([C@@H:9]2[NH:15][CH2:14][C:13]3[CH:16]=[CH:17][C:18]([C:20]([O:22][CH3:23])=[O:21])=[CH:19][C:12]=3[O:11][CH2:10]2)[CH:6]=[CH:7][CH:8]=1.CCN(CC)CC.[O:31]1[CH2:36][CH2:35][CH:34]([C:37](O)=[O:38])[CH2:33][CH2:32]1.ClC(Cl)C. (4) Given the product [CH3:24][C:25]1[CH:32]=[CH:31][C:28]([CH:29]=[N:14][NH:13][C:11]2[CH:12]=[C:7]([N:1]3[CH2:2][CH2:3][O:4][CH2:5][CH2:6]3)[C:8]3[N:9]([CH:15]=[C:16]([C:18]4[CH:23]=[CH:22][N:21]=[CH:20][CH:19]=4)[N:17]=3)[N:10]=2)=[CH:27][CH:26]=1, predict the reactants needed to synthesize it. The reactants are: [N:1]1([C:7]2[C:8]3[N:9]([CH:15]=[C:16]([C:18]4[CH:23]=[CH:22][N:21]=[CH:20][CH:19]=4)[N:17]=3)[N:10]=[C:11]([NH:13][NH2:14])[CH:12]=2)[CH2:6][CH2:5][O:4][CH2:3][CH2:2]1.[CH3:24][C:25]1[CH:32]=[CH:31][C:28]([CH:29]=O)=[CH:27][CH:26]=1. (5) Given the product [NH2:1][C:2]1[C:3]([C:45]2[CH:46]=[C:41]([NH:40][S:37]([CH2:36][C:33]3[CH:32]=[CH:31][C:30]([F:29])=[CH:35][CH:34]=3)(=[O:38])=[O:39])[CH:42]=[C:43]([O:56][CH3:57])[CH:44]=2)=[C:4]([NH:8][C@H:9]([C:11]2[N:16]([C:17]3[CH:22]=[CH:21][CH:20]=[CH:19][CH:18]=3)[C:15](=[O:23])[C:14]3=[C:24]([CH3:27])[CH:25]=[CH:26][N:13]3[N:12]=2)[CH3:10])[N:5]=[CH:6][N:7]=1, predict the reactants needed to synthesize it. The reactants are: [NH2:1][C:2]1[N:7]=[CH:6][N:5]=[C:4]([NH:8][C@H:9]([C:11]2[N:16]([C:17]3[CH:22]=[CH:21][CH:20]=[CH:19][CH:18]=3)[C:15](=[O:23])[C:14]3=[C:24]([CH3:27])[CH:25]=[CH:26][N:13]3[N:12]=2)[CH3:10])[C:3]=1Br.[F:29][C:30]1[CH:35]=[CH:34][C:33]([CH2:36][S:37]([NH:40][C:41]2[CH:46]=[C:45](B3OC(C)(C)C(C)(C)O3)[CH:44]=[C:43]([O:56][CH3:57])[CH:42]=2)(=[O:39])=[O:38])=[CH:32][CH:31]=1.C(=O)([O-])[O-].[Cs+].[Cs+]. (6) The reactants are: C[O:2][C:3](=[O:32])[C@H:4]([CH2:6][CH:7]([CH2:9][C:10](=[O:31])[C:11]1[CH:16]=[CH:15][CH:14]=[C:13]([NH:17][CH2:18][C:19]2[CH:24]=[CH:23][N:22]=[CH:21][CH:20]=2)[C:12]=1[C:25]1[CH:30]=[CH:29][CH:28]=[CH:27][CH:26]=1)[CH3:8])[NH2:5].[Li+].[OH-]. Given the product [N:22]1[CH:23]=[CH:24][C:19]([CH2:18][NH:17][C:13]2[C:12]([C:25]3[CH:26]=[CH:27][CH:28]=[CH:29][CH:30]=3)=[C:11]([CH:16]=[CH:15][CH:14]=2)[C:10]([CH2:9][CH:7]([CH3:8])[CH2:6][C@@H:4]([C:3]([OH:32])=[O:2])[NH2:5])=[O:31])=[CH:20][CH:21]=1, predict the reactants needed to synthesize it. (7) The reactants are: [Br:1][CH2:2][CH2:3][C:4]([C:14]1[CH:19]=[CH:18][CH:17]=[CH:16][CH:15]=1)([C:8]1[CH:13]=[CH:12][CH:11]=[CH:10][CH:9]=1)[C:5](O)=[O:6].S(Cl)([Cl:22])=O.CN(C=O)C. Given the product [Br:1][CH2:2][CH2:3][C:4]([C:14]1[CH:19]=[CH:18][CH:17]=[CH:16][CH:15]=1)([C:8]1[CH:13]=[CH:12][CH:11]=[CH:10][CH:9]=1)[C:5]([Cl:22])=[O:6], predict the reactants needed to synthesize it.